From a dataset of Catalyst prediction with 721,799 reactions and 888 catalyst types from USPTO. Predict which catalyst facilitates the given reaction. (1) Reactant: [NH2:1][C:2]1[CH:11]=[CH:10][C:5]([C:6]([O:8][CH3:9])=[O:7])=[CH:4][C:3]=1[NH:12][CH2:13][CH2:14][CH2:15][NH:16][C:17]([O:19][C:20]([CH3:23])([CH3:22])[CH3:21])=[O:18].[Cl:24][C:25]([Cl:31])([Cl:30])[C:26](=N)OC. Product: [C:20]([O:19][C:17]([NH:16][CH2:15][CH2:14][CH2:13][N:12]1[C:3]2[CH:4]=[C:5]([C:6]([O:8][CH3:9])=[O:7])[CH:10]=[CH:11][C:2]=2[N:1]=[C:26]1[C:25]([Cl:31])([Cl:30])[Cl:24])=[O:18])([CH3:23])([CH3:22])[CH3:21]. The catalyst class is: 15. (2) Reactant: [OH-].[Na+].[Cl:3][C:4]1[CH:26]=[C:25]([C:27]([NH:29][CH2:30][C:31]2[CH:39]=[CH:38][CH:37]=[C:36]3[C:32]=2[CH:33]=[N:34][N:35]3[CH:40]2[CH2:45][CH2:44][CH2:43][CH2:42][O:41]2)=[O:28])[CH:24]=[CH:23][C:5]=1[C:6]([NH:8][C@H:9]([C:19]([O:21]C)=[O:20])[CH2:10][NH:11][C:12]([C:14]1[S:15][CH:16]=[CH:17][CH:18]=1)=[O:13])=[O:7]. Product: [Cl:3][C:4]1[CH:26]=[C:25]([C:27]([NH:29][CH2:30][C:31]2[CH:39]=[CH:38][CH:37]=[C:36]3[C:32]=2[CH:33]=[N:34][N:35]3[CH:40]2[CH2:45][CH2:44][CH2:43][CH2:42][O:41]2)=[O:28])[CH:24]=[CH:23][C:5]=1[C:6]([NH:8][C@H:9]([C:19]([OH:21])=[O:20])[CH2:10][NH:11][C:12]([C:14]1[S:15][CH:16]=[CH:17][CH:18]=1)=[O:13])=[O:7]. The catalyst class is: 5.